The task is: Predict the reaction yield, written as a fraction of the theoretical maximum amount of product (1.0 means a 100% yield; for example, 0.34 means a 34% yield).. This data is from Reaction yield outcomes from USPTO patents with 853,638 reactions. (1) The reactants are [N:1]1([C:7]([O:9][C:10]([CH3:13])([CH3:12])[CH3:11])=[O:8])[CH2:6][CH2:5][NH:4][CH2:3][CH2:2]1.[O:14]1[CH2:17][C:16](=O)[CH2:15]1.C(O[BH-](OC(=O)C)OC(=O)C)(=O)C.[Na+].C([O-])(O)=O.[Na+]. The catalyst is ClCCCl.C(Cl)Cl. The product is [O:14]1[CH2:17][CH:16]([N:4]2[CH2:5][CH2:6][N:1]([C:7]([O:9][C:10]([CH3:13])([CH3:12])[CH3:11])=[O:8])[CH2:2][CH2:3]2)[CH2:15]1. The yield is 0.840. (2) The reactants are [CH2:1]([C:3]1[CH:8]=[C:7]([CH3:9])[NH:6][C:5](=[O:10])[C:4]=1[C:11]#[N:12])[CH3:2].N. The catalyst is [Ni].CO. The product is [NH2:12][CH2:11][C:4]1[C:5](=[O:10])[NH:6][C:7]([CH3:9])=[CH:8][C:3]=1[CH2:1][CH3:2]. The yield is 0.540. (3) The reactants are C([O:3][C:4](=[O:30])[CH2:5][CH:6]([N:13]1[C:21]2[C:16](=[CH:17][C:18]([O:22][CH2:23][CH2:24][O:25][NH:26][C:27]([NH2:29])=[NH:28])=[CH:19][CH:20]=2)[CH:15]=[CH:14]1)[C:7]1[CH:12]=[CH:11][CH:10]=[CH:9][CH:8]=1)C.[OH-].[Li+].Cl. The catalyst is CO.O. The product is [NH:26]([O:25][CH2:24][CH2:23][O:22][C:18]1[CH:17]=[C:16]2[C:21](=[CH:20][CH:19]=1)[N:13]([CH:6]([C:7]1[CH:8]=[CH:9][CH:10]=[CH:11][CH:12]=1)[CH2:5][C:4]([OH:30])=[O:3])[CH:14]=[CH:15]2)[C:27]([NH2:29])=[NH:28]. The yield is 0.800. (4) The reactants are [Cl:1][CH2:2][C:3]1[CH:11]=[CH:10][C:6]([CH:7]=[N:8][OH:9])=[CH:5][CH:4]=1.[Cl:12]N1C(=O)CCC1=O.Cl.O. The catalyst is CN(C=O)C.O1CCOCC1. The product is [CH:11]1[C:3]([CH2:2][Cl:1])=[CH:4][CH:5]=[C:6](/[C:7](/[Cl:12])=[N:8]\[OH:9])[CH:10]=1. The yield is 1.00. (5) The reactants are C(N(C(C)C)CC)(C)C.[Cl:10][C:11]1[CH:19]=[C:18]([C:20](=[O:30])[CH2:21][CH2:22][C:23]2[CH:28]=[CH:27][CH:26]=[C:25]([OH:29])[CH:24]=2)[CH:17]=[CH:16][C:12]=1[C:13]([OH:15])=O.[CH3:31][O:32][C:33](=[O:42])[CH:34]([P:36]([O:40][CH3:41])([O:38][CH3:39])=[O:37])[NH2:35].COC(=O)C(P(OC)(OC)=O)NC(OCC1C=CC=CC=1)=O.F[P-](F)(F)(F)(F)F.N1(OC(N(C)C)=[N+](C)C)C2C=CC=CC=2N=N1.ON1C2C=CC=CC=2N=N1. The catalyst is CN(C)C=O.CO.C(OCC)(=O)C. The product is [CH3:31][O:32][C:33](=[O:42])[CH:34]([P:36]([O:38][CH3:39])([O:40][CH3:41])=[O:37])[NH:35][C:13](=[O:15])[C:12]1[CH:16]=[CH:17][C:18]([C:20](=[O:30])[CH2:21][CH2:22][C:23]2[CH:28]=[CH:27][CH:26]=[C:25]([OH:29])[CH:24]=2)=[CH:19][C:11]=1[Cl:10]. The yield is 0.620. (6) The reactants are [F:1][C:2]1[CH:7]=[CH:6][C:5]([CH2:8][C:9]([OH:11])=O)=[C:4]([C:12]([F:15])([F:14])[F:13])[CH:3]=1.C(Cl)(=O)C(Cl)=O.[NH2:22][C:23](=[N:29]O)[C:24]([O:26][CH2:27][CH3:28])=[O:25].C(N(CC)C(C)C)(C)C. The catalyst is ClCCl.N1C=CC=CC=1.CN(C=O)C. The product is [F:1][C:2]1[CH:7]=[CH:6][C:5]([CH2:8][C:9]2[O:11][N:29]=[C:23]([C:24]([O:26][CH2:27][CH3:28])=[O:25])[N:22]=2)=[C:4]([C:12]([F:15])([F:14])[F:13])[CH:3]=1. The yield is 0.100. (7) The reactants are [NH2:1][C:2]1[CH:7]=[CH:6][C:5]([CH2:8][C:9]([N:11]([CH2:14][CH3:15])[CH2:12][CH3:13])=O)=[CH:4][CH:3]=1.NC1C=CC(CC(N)=O)=CC=1.CSC.B.Cl.[OH-].[Na+]. The catalyst is C1COCC1. The product is [CH2:14]([N:11]([CH2:12][CH3:13])[CH2:9][CH2:8][C:5]1[CH:4]=[CH:3][C:2]([NH2:1])=[CH:7][CH:6]=1)[CH3:15]. The yield is 0.860.